Dataset: Reaction yield outcomes from USPTO patents with 853,638 reactions. Task: Predict the reaction yield, written as a fraction of the theoretical maximum amount of product (1.0 means a 100% yield; for example, 0.34 means a 34% yield). (1) The product is [Cl:1][C:2]1[CH:3]=[C:4]2[C:8](=[C:9]([NH:11][CH:12]3[CH2:16][CH2:15][CH2:14][CH2:13]3)[CH:10]=1)[NH:7][C:6]([C:17]1[S:18][CH2:19][C@@H:20]([CH2:22][CH2:23][N:24]3[CH2:29][CH2:28][NH:27][CH2:26][CH2:25]3)[N:21]=1)=[CH:5]2. The yield is 0.550. The reactants are [Cl:1][C:2]1[CH:3]=[C:4]2[C:8](=[C:9]([NH:11][CH:12]3[CH2:16][CH2:15][CH2:14][CH2:13]3)[CH:10]=1)[NH:7][C:6]([C:17]1[S:18][CH2:19][C@@H:20]([CH2:22][CH2:23][N:24]3[CH2:29][CH2:28][N:27](C(OC(C)(C)C)=O)[CH2:26][CH2:25]3)[N:21]=1)=[CH:5]2.C(OC(=O)C)C.Cl. The catalyst is ClCCl. (2) The reactants are [CH3:1][C:2]1[C:10]2[N:9]=[C:8]([CH2:11][CH2:12][CH3:13])[N:7]([CH2:14][C:15]3[CH:32]=[CH:31][C:18]4/[C:19](=[CH:28]\[C:29]#[N:30])/[C:20]5[CH:27]=[CH:26][CH:25]=[CH:24][C:21]=5[O:22][CH2:23][C:17]=4[CH:16]=3)[C:6]=2[CH:5]=[CH:4][CH:3]=1.NO.C([N:37](CC)CC)C.[C:42](Cl)(=[O:46])[O:43]CC.CC(C)([O-])C.[K+].C(O)(=O)CC(CC(O)=O)(C(O)=O)O. The catalyst is C(O)C.C1COCC1.O. The product is [CH3:1][C:2]1[C:10]2[N:9]=[C:8]([CH2:11][CH2:12][CH3:13])[N:7]([CH2:14][C:15]3[CH:32]=[CH:31][C:18]4/[C:19](=[CH:28]\[C:29]5[NH:37][C:42](=[O:46])[O:43][N:30]=5)/[C:20]5[CH:27]=[CH:26][CH:25]=[CH:24][C:21]=5[O:22][CH2:23][C:17]=4[CH:16]=3)[C:6]=2[CH:5]=[CH:4][CH:3]=1. The yield is 0.700. (3) The reactants are [N+:1]([CH2:3][C:4]([O:6]C)=O)#[C-:2].[NH:8]1[CH2:12][CH2:11][CH2:10][CH2:9]1. No catalyst specified. The product is [N+:1]([CH2:3][C:4]([N:8]1[CH2:12][CH2:11][CH2:10][CH2:9]1)=[O:6])#[C-:2]. The yield is 0.960. (4) The reactants are C(N1C=CN=C1)(N1C=CN=C1)=O.[CH3:13][C:14]1[CH:19]=[C:18]([C:20]([OH:22])=O)[CH:17]=[CH:16][N:15]=1.[CH3:23][O:24][C:25](=[O:36])[CH2:26][C:27]1[CH:32]=[CH:31][C:30]([O:33][CH3:34])=[CH:29][C:28]=1[Cl:35].[H-].[Na+].[NH4+].[Cl-]. The catalyst is CN(C=O)C. The product is [CH3:23][O:24][C:25](=[O:36])[CH:26]([C:27]1[CH:32]=[CH:31][C:30]([O:33][CH3:34])=[CH:29][C:28]=1[Cl:35])[C:20]([C:18]1[CH:17]=[CH:16][N:15]=[C:14]([CH3:13])[CH:19]=1)=[O:22]. The yield is 0.430. (5) The reactants are Cl[C:2]1[N:7]=[C:6]([C:8]2[N:12]3[CH:13]=[CH:14][CH:15]=[CH:16][C:11]3=[N:10][C:9]=2[C:17]2[CH:18]=[C:19]([CH:31]=[CH:32][CH:33]=2)[C:20]([NH:22][C:23]2[C:28]([F:29])=[CH:27][CH:26]=[CH:25][C:24]=2[F:30])=[O:21])[CH:5]=[CH:4][N:3]=1.[CH3:34][C:35]1[C:36]([N:44]2[CH2:49][CH2:48][CH:47]([N:50]3[CH2:55][CH2:54][N:53]([S:56]([CH3:59])(=[O:58])=[O:57])[CH2:52][CH2:51]3)[CH2:46][CH2:45]2)=[CH:37][C:38]([O:42][CH3:43])=[C:39]([CH:41]=1)[NH2:40].C1(C)C=CC(S(O)(=O)=O)=CC=1. The catalyst is CC(O)C. The product is [F:30][C:24]1[CH:25]=[CH:26][CH:27]=[C:28]([F:29])[C:23]=1[NH:22][C:20](=[O:21])[C:19]1[CH:31]=[CH:32][CH:33]=[C:17]([C:9]2[N:10]=[C:11]3[CH:16]=[CH:15][CH:14]=[CH:13][N:12]3[C:8]=2[C:6]2[CH:5]=[CH:4][N:3]=[C:2]([NH:40][C:39]3[CH:41]=[C:35]([CH3:34])[C:36]([N:44]4[CH2:49][CH2:48][CH:47]([N:50]5[CH2:51][CH2:52][N:53]([S:56]([CH3:59])(=[O:58])=[O:57])[CH2:54][CH2:55]5)[CH2:46][CH2:45]4)=[CH:37][C:38]=3[O:42][CH3:43])[N:7]=2)[CH:18]=1. The yield is 0.350. (6) The reactants are [OH:1][C@H:2]1[CH:7]([CH2:8][C:9]2[CH:10]=[C:11]([CH:15]=[CH:16][CH:17]=2)[C:12]([NH2:14])=[O:13])[CH2:6][C@H:5]2[C@H:18]3[C@H:27]([CH2:28][CH2:29][C@:3]12[CH3:4])[C:26]1[C:21](=[CH:22][C:23]([CH2:30][CH2:31]O)=[CH:24][CH:25]=1)[CH2:20][CH2:19]3.C1(P(C2C=CC=CC=2)C2C=CC=CC=2)C=CC=CC=1.C(Br)(Br)(Br)[Br:53].O. The catalyst is C(Cl)Cl. The product is [Br:53][CH2:31][CH2:30][C:23]1[CH:22]=[C:21]2[C:26](=[CH:25][CH:24]=1)[C@@H:27]1[C@H:18]([C@H:5]3[C@@:3]([CH2:29][CH2:28]1)([CH3:4])[C@@H:2]([OH:1])[C@@H:7]([CH2:8][C:9]1[CH:10]=[C:11]([CH:15]=[CH:16][CH:17]=1)[C:12]([NH2:14])=[O:13])[CH2:6]3)[CH2:19][CH2:20]2. The yield is 0.840.